Dataset: Forward reaction prediction with 1.9M reactions from USPTO patents (1976-2016). Task: Predict the product of the given reaction. (1) Given the reactants [Br:1][C:2]1[CH:7]=[CH:6][C:5]([C:8]2[CH:12]=[C:11]([CH3:13])[N:10]([C:14]3[C:15](=[O:39])[N:16]([CH:33]4[CH2:38][CH2:37][CH2:36][CH2:35][O:34]4)[N:17]=[CH:18][C:19]=3N3C(C)=CC(C4C=CC(Br)=CC=4)=N3)[N:9]=2)=[CH:4][CH:3]=1.[CH3:40][O-:41].[Na+], predict the reaction product. The product is: [Br:1][C:2]1[CH:7]=[CH:6][C:5]([C:8]2[CH:12]=[C:11]([CH3:13])[N:10]([C:14]3[C:15](=[O:39])[N:16]([CH:33]4[CH2:38][CH2:37][CH2:36][CH2:35][O:34]4)[N:17]=[CH:18][C:19]=3[O:41][CH3:40])[N:9]=2)=[CH:4][CH:3]=1. (2) Given the reactants COC1C=CC(N)=CC=1.[C:10]([O:14][C:15]([N:17]1[CH2:22][CH2:21][CH:20]([NH:23][S:24]([C:27]2[C:36]3[C:31](=[CH:32][CH:33]=[CH:34][CH:35]=3)[C:30]([N:37]3[C:45](=[O:46])[C:44]4[C:39](=[CH:40][CH:41]=[CH:42][CH:43]=4)[C:38]3=[O:47])=[CH:29][CH:28]=2)(=[O:26])=[O:25])[CH2:19][CH2:18]1)=[O:16])([CH3:13])([CH3:12])[CH3:11].COC1C=CC(NS(C2C3C(=CC=CC=3)C(N3C(=O)C4C(=CC=CC=4)C3=O)=CC=2)(=O)=O)=CC=1, predict the reaction product. The product is: [C:10]([O:14][C:15]([N:17]1[CH2:18][CH2:19][CH:20]([NH:23][S:24]([C:27]2[C:36]3[C:31](=[CH:32][CH:33]=[CH:34][CH:35]=3)[C:30]([N:37]3[C:45](=[O:46])[C:44]4[C:39](=[CH:40][CH:41]=[CH:42][CH:43]=4)[C:38]3=[O:47])=[CH:29][CH:28]=2)(=[O:25])=[O:26])[CH2:21][CH2:22]1)=[O:16])([CH3:13])([CH3:11])[CH3:12].[C:10]([O:14][C:15]([N:17]1[CH2:22][CH2:21][CH:20]([NH:23][S:24]([C:27]2[C:36]3[C:31](=[CH:32][CH:33]=[CH:34][CH:35]=3)[C:30]([NH2:37])=[CH:29][CH:28]=2)(=[O:26])=[O:25])[CH2:19][CH2:18]1)=[O:16])([CH3:13])([CH3:11])[CH3:12]. (3) Given the reactants [CH3:1][N:2]([CH2:4][C-:5]1[CH:9]=[CH:8][CH:7]=[CH:6]1)[CH3:3].[CH-:10]1[CH:14]=[CH:13][CH:12]=[CH:11]1.[Fe+2:15].C[C:17]([O:20]C)(C)C, predict the reaction product. The product is: [CH3:1][N:2]([CH2:4][C-:5]1[CH:9]=[CH:8][CH:7]=[C:6]1[CH:17]=[O:20])[CH3:3].[CH-:10]1[CH:14]=[CH:13][CH:12]=[CH:11]1.[Fe+2:15]. (4) Given the reactants [Cl:1][C:2]1[CH:7]=[CH:6][C:5]([C:8](=[O:17])[CH2:9][S:10][CH2:11][C:12]([O:14][CH2:15][CH3:16])=[O:13])=[CH:4][CH:3]=1.[CH3:18][C:19]([CH3:24])([CH2:22]O)[CH2:20][OH:21].C1(C)C=CC(S(O)(=O)=O)=CC=1, predict the reaction product. The product is: [Cl:1][C:2]1[CH:7]=[CH:6][C:5]([C:8]2([CH2:9][S:10][CH2:11][C:12]([O:14][CH2:15][CH3:16])=[O:13])[O:21][CH2:20][C:19]([CH3:24])([CH3:22])[CH2:18][O:17]2)=[CH:4][CH:3]=1.